Predict the reactants needed to synthesize the given product. From a dataset of Full USPTO retrosynthesis dataset with 1.9M reactions from patents (1976-2016). Given the product [C:1]([O:5][C:6]([N:8]1[CH:12]=[C:11]([C:13]2[CH:14]=[CH:15][C:16]([N:19]3[CH2:20][CH2:21][N:22]([C:25]([O:27][C:28]([CH3:29])([CH3:30])[CH3:31])=[O:26])[CH2:23][CH2:24]3)=[CH:17][CH:18]=2)[C:10]([NH:32][C@H:33]([C:38]([OH:40])=[O:39])[CH2:34][CH:35]([CH3:36])[CH3:37])=[N:9]1)=[O:7])([CH3:2])([CH3:4])[CH3:3], predict the reactants needed to synthesize it. The reactants are: [C:1]([O:5][C:6]([N:8]1[CH:12]=[C:11]([C:13]2[CH:18]=[CH:17][C:16]([N:19]3[CH2:24][CH2:23][N:22]([C:25]([O:27][C:28]([CH3:31])([CH3:30])[CH3:29])=[O:26])[CH2:21][CH2:20]3)=[CH:15][CH:14]=2)[C:10]([NH:32][C@H:33]([C:38]([O:40]CC2C=CC(OC)=CC=2)=[O:39])[CH2:34][CH:35]([CH3:37])[CH3:36])=[N:9]1)=[O:7])([CH3:4])([CH3:3])[CH3:2].